Dataset: Full USPTO retrosynthesis dataset with 1.9M reactions from patents (1976-2016). Task: Predict the reactants needed to synthesize the given product. (1) Given the product [C:21]([NH:1][C:2]1[S:3][C:4]([CH3:20])=[C:5]([C:12]2[CH:13]=[CH:14][C:15]([O:18][CH3:19])=[CH:16][CH:17]=2)[C:6]=1[C:7]([O:9][CH2:10][CH3:11])=[O:8])(=[O:28])[C:22]1[CH:27]=[CH:26][CH:25]=[CH:24][CH:23]=1, predict the reactants needed to synthesize it. The reactants are: [NH2:1][C:2]1[S:3][C:4]([CH3:20])=[C:5]([C:12]2[CH:17]=[CH:16][C:15]([O:18][CH3:19])=[CH:14][CH:13]=2)[C:6]=1[C:7]([O:9][CH2:10][CH3:11])=[O:8].[C:21](Cl)(=[O:28])[C:22]1[CH:27]=[CH:26][CH:25]=[CH:24][CH:23]=1.N1C=CC=CC=1. (2) Given the product [C:8]1([C:12]2[N:16]=[C:15]([CH2:17][CH2:18][C:19]([OH:21])=[O:20])[O:14][N:13]=2)[CH:7]=[CH:6][CH:11]=[CH:10][CH:9]=1, predict the reactants needed to synthesize it. The reactants are: CN(C)CCO[C:6]1[CH:7]=[C:8]([C:12]2[N:16]=[C:15]([CH2:17][CH2:18][C:19]([OH:21])=[O:20])[O:14][N:13]=2)[CH:9]=[CH:10][CH:11]=1.N1(CCOC2C=CC(C3N=C(CCC(O)=O)ON=3)=CC=2)CCOCC1.S1C=CC=C1C1N=C(CCC(O)=O)ON=1.S1C=CC(C2N=C(CCC(O)=O)ON=2)=C1.O1C2C=CC(C3N=C(CCC(O)=O)ON=3)=CC=2CC1.CC1SC=C(C2N=C(CCC(O)=O)ON=2)N=1.COC1N=CC(C2N=C(CCC(O)=O)ON=2)=CC=1.OC1N=CC(C2N=C(CCC(O)=O)ON=2)=CC=1.[N+](C1SC=C(C2N=C(CCC(O)=O)ON=2)C=1)([O-])=O.CC1SC=CC=1C1N=C(CCC(O)=O)ON=1.C(C1SC=CC=1C1N=C(CCC(O)=O)ON=1)C. (3) Given the product [Br:13][C:6]1[CH:5]=[C:4]2[C:9](=[CH:8][CH:7]=1)[N:1]([C:10](=[O:12])[CH3:11])[CH2:2][CH2:3]2, predict the reactants needed to synthesize it. The reactants are: [N:1]1([C:10](=[O:12])[CH3:11])[C:9]2[C:4](=[CH:5][CH:6]=[CH:7][CH:8]=2)[CH2:3][CH2:2]1.[Br:13]Br.